The task is: Regression. Given a peptide amino acid sequence and an MHC pseudo amino acid sequence, predict their binding affinity value. This is MHC class II binding data.. This data is from Peptide-MHC class II binding affinity with 134,281 pairs from IEDB. (1) The peptide sequence is TASHTRLSCDCDDKFYDC. The MHC is DRB1_1101 with pseudo-sequence DRB1_1101. The binding affinity (normalized) is 0. (2) The peptide sequence is GLAFQEMENFLGPIA. The MHC is DRB3_0301 with pseudo-sequence DRB3_0301. The binding affinity (normalized) is 0.500. (3) The peptide sequence is QRMFTREELIHFPEF. The MHC is HLA-DQA10303-DQB10402 with pseudo-sequence HLA-DQA10303-DQB10402. The binding affinity (normalized) is 0. (4) The peptide sequence is HHFHELQLKDGRRIV. The MHC is DRB4_0103 with pseudo-sequence DRB4_0103. The binding affinity (normalized) is 0.733. (5) The peptide sequence is LVGPTPVNIIGRNLLTQLGC. The MHC is DRB1_0802 with pseudo-sequence DRB1_0802. The binding affinity (normalized) is 0.177. (6) The peptide sequence is LKHDLQKSGVTLVPI. The MHC is DRB1_0101 with pseudo-sequence DRB1_0101. The binding affinity (normalized) is 0.761. (7) The peptide sequence is AVQVTFTVQKGSDPKKLVLNIKYTRPGDSL. The MHC is DRB3_0202 with pseudo-sequence DRB3_0202. The binding affinity (normalized) is 0.559. (8) The peptide sequence is DKYRTFVATFGAASNKAFAE. The MHC is DRB1_0301 with pseudo-sequence DRB1_0301. The binding affinity (normalized) is 0.141. (9) The peptide sequence is AVSGDDCVVRPIDDR. The MHC is DRB4_0103 with pseudo-sequence DRB4_0103. The binding affinity (normalized) is 0.156.